Task: Predict the product of the given reaction.. Dataset: Forward reaction prediction with 1.9M reactions from USPTO patents (1976-2016) (1) Given the reactants CS(C)=O.C(N(CC)CC)C.[C:12]([O:16][C:17]([NH:19][CH2:20][CH2:21][CH2:22][OH:23])=[O:18])([CH3:15])([CH3:14])[CH3:13], predict the reaction product. The product is: [C:12]([O:16][C:17]([NH:19][CH2:20][CH2:21][CH:22]=[O:23])=[O:18])([CH3:15])([CH3:14])[CH3:13]. (2) Given the reactants [ClH:1].[NH:2]([C:4]1[CH:9]=[CH:8][C:7]([CH2:10][C:11]([OH:13])=[O:12])=[CH:6][CH:5]=1)[NH2:3].[CH3:14][C:15]([CH3:22])([CH3:21])[C:16](=O)[CH2:17][C:18]#[N:19].Cl, predict the reaction product. The product is: [ClH:1].[NH2:19][C:18]1[N:2]([C:4]2[CH:5]=[CH:6][C:7]([CH2:10][C:11]([OH:13])=[O:12])=[CH:8][CH:9]=2)[N:3]=[C:16]([C:15]([CH3:22])([CH3:21])[CH3:14])[CH:17]=1. (3) Given the reactants Cl.C(OCC)(=O)C.C(OC([NH:15][CH:16]1[CH2:19][N:18]([C:20]2[S:21][C:22]([C:26]([O:28][CH2:29][CH3:30])=[O:27])=[C:23]([CH3:25])[N:24]=2)[CH2:17]1)=O)(C)(C)C, predict the reaction product. The product is: [NH2:15][CH:16]1[CH2:19][N:18]([C:20]2[S:21][C:22]([C:26]([O:28][CH2:29][CH3:30])=[O:27])=[C:23]([CH3:25])[N:24]=2)[CH2:17]1. (4) Given the reactants [Cl:1][C:2]1[C:6]([Cl:7])=[C:5]([CH3:8])[NH:4][C:3]=1[C:9]([O:11]CC)=[O:10].C(Cl)Cl.[Li+].[OH-].Cl, predict the reaction product. The product is: [Cl:1][C:2]1[C:6]([Cl:7])=[C:5]([CH3:8])[NH:4][C:3]=1[C:9]([OH:11])=[O:10].